Task: Predict the reaction yield, written as a fraction of the theoretical maximum amount of product (1.0 means a 100% yield; for example, 0.34 means a 34% yield).. Dataset: Reaction yield outcomes from USPTO patents with 853,638 reactions (1) The reactants are [C:1]1([CH2:7][C:8]([O:10]CC)=O)[CH:6]=[CH:5][CH:4]=[CH:3][CH:2]=1.[CH3:13][C:14]([CH3:16])=[O:15].Cl. The catalyst is CCOCC. The product is [C:1]1([CH2:7][C:8](=[O:10])[CH2:13][C:14](=[O:15])[CH3:16])[CH:2]=[CH:3][CH:4]=[CH:5][CH:6]=1. The yield is 0.440. (2) The reactants are [CH3:1][CH:2]([CH3:24])[C@H:3]([C:8]1[CH:23]=[CH:22][C:11]([C:12]([NH:14][O:15]C2CCCCO2)=[O:13])=[CH:10][CH:9]=1)[NH:4][C:5]([NH2:7])=[S:6].Br[CH2:26][C:27]([C:29]1[O:33][N:32]=[C:31]([C:34]2[CH:39]=[CH:38][CH:37]=[CH:36][CH:35]=2)[CH:30]=1)=O.Cl. The catalyst is O1CCOCC1.C(Cl)Cl. The product is [OH:15][NH:14][C:12](=[O:13])[C:11]1[CH:10]=[CH:9][C:8]([C@H:3]([NH:4][C:5]2[S:6][CH:26]=[C:27]([C:29]3[O:33][N:32]=[C:31]([C:34]4[CH:39]=[CH:38][CH:37]=[CH:36][CH:35]=4)[CH:30]=3)[N:7]=2)[CH:2]([CH3:1])[CH3:24])=[CH:23][CH:22]=1. The yield is 0.560. (3) The reactants are [C:9](O[C:9]([O:11][C:12]([CH3:15])([CH3:14])[CH3:13])=[O:10])([O:11][C:12]([CH3:15])([CH3:14])[CH3:13])=[O:10].C(N(CC)CC)C.[CH2:23]([O:25][C:26]([C:28]1[C:29]2[C:37](=[O:38])[CH2:36][CH2:35][CH2:34][CH2:33][C:30]=2[NH:31][CH:32]=1)=[O:27])[CH3:24].C(=O)(O)[O-].[Na+]. The catalyst is CN(C)C1C=CN=CC=1.ClCCl. The product is [CH2:23]([O:25][C:26]([C:28]1[C:29]2[C:37](=[O:38])[CH2:36][CH2:35][CH2:34][CH2:33][C:30]=2[N:31]([C:9]([O:11][C:12]([CH3:13])([CH3:14])[CH3:15])=[O:10])[CH:32]=1)=[O:27])[CH3:24]. The yield is 0.830. (4) The product is [Br:1][C:2]1[CH:16]=[C:6]([NH:7][C:8]2[CH:9]=[CH:10][C:11]([O:14][CH3:15])=[CH:12][CH:13]=2)[C:5]([NH2:17])=[CH:4][CH:3]=1. The yield is 0.662. The catalyst is C1COCC1.[Fe].CCOC(C)=O. The reactants are [Br:1][C:2]1[CH:3]=[CH:4][C:5]([N+:17]([O-])=O)=[C:6]([CH:16]=1)[NH:7][C:8]1[CH:13]=[CH:12][C:11]([O:14][CH3:15])=[CH:10][CH:9]=1.[NH4+].[Cl-].CO.O. (5) No catalyst specified. The yield is 0.580. The reactants are [Cl:1][C:2]1[S:6][C:5]([CH:7]=[O:8])=[CH:4][CH:3]=1.[N+:9]([O-])([OH:11])=[O:10]. The product is [Cl:1][C:2]1[S:6][C:5]([CH:7]=[O:8])=[CH:4][C:3]=1[N+:9]([O-:11])=[O:10]. (6) The reactants are C([O-])([O-])=O.[Cs+].[Cs+].[OH:7][C:8]1[C:16]2[CH:15]=[CH:14][S:13][C:12]=2[CH:11]=[C:10]([C:17]([O:19]CC)=O)[CH:9]=1.[F:22][C:23]1[CH:33]=[C:32](F)[CH:31]=[CH:30][C:24]=1[C:25]([N:27]([CH3:29])[CH3:28])=[O:26].[CH3:35][N:36]1[CH:40]=[CH:39][C:38]([NH2:41])=[N:37]1.CN(C(ON1N=NC2C=CC=NC1=2)=[N+](C)C)C.F[P-](F)(F)(F)(F)F. The catalyst is CN(C=O)C. The product is [CH3:28][N:27]([CH3:29])[C:25]([C:24]1[CH:30]=[CH:31][C:32]([O:7][C:8]2[C:16]3[CH:15]=[CH:14][S:13][C:12]=3[CH:11]=[C:10]([C:17]([NH:41][C:38]3[CH:39]=[CH:40][N:36]([CH3:35])[N:37]=3)=[O:19])[CH:9]=2)=[CH:33][C:23]=1[F:22])=[O:26]. The yield is 0.380. (7) The reactants are [OH:1][C@H:2]1[CH2:6][CH2:5][N:4]([C:7]([O:9][C:10]([CH3:13])([CH3:12])[CH3:11])=[O:8])[CH2:3]1.C(N(CC)CC)C.[CH3:21][S:22](Cl)(=[O:24])=[O:23].O. The catalyst is C(Cl)Cl. The product is [CH3:21][S:22]([O:1][C@H:2]1[CH2:6][CH2:5][N:4]([C:7]([O:9][C:10]([CH3:13])([CH3:12])[CH3:11])=[O:8])[CH2:3]1)(=[O:24])=[O:23]. The yield is 0.700.